Dataset: Catalyst prediction with 721,799 reactions and 888 catalyst types from USPTO. Task: Predict which catalyst facilitates the given reaction. Reactant: Br[CH:2]([CH2:4][CH2:5][CH2:6][CH2:7][CH2:8][CH2:9][CH2:10][CH2:11][CH3:12])[CH3:3].[Cl-].[Cd+2:14].[Cl-]. Product: [CH3:3][CH:2]([Cd:14][CH:11]([CH2:10][CH2:9][CH2:8][CH2:7][CH2:6][CH2:5][CH2:4][CH2:2][CH3:3])[CH3:12])[CH2:4][CH2:5][CH2:6][CH2:7][CH2:8][CH2:9][CH2:10][CH2:11][CH3:12]. The catalyst class is: 28.